Dataset: Reaction yield outcomes from USPTO patents with 853,638 reactions. Task: Predict the reaction yield, written as a fraction of the theoretical maximum amount of product (1.0 means a 100% yield; for example, 0.34 means a 34% yield). (1) The reactants are [CH2:1]([O:8][C@H:9]1[C@H:13]([CH2:14][OH:15])[O:12][CH2:11][C@@H:10]1[NH:16][C:17](=[O:23])[O:18][C:19]([CH3:22])([CH3:21])[CH3:20])[C:2]1[CH:7]=[CH:6][CH:5]=[CH:4][CH:3]=1.C(N(CC)CC)C.[CH3:31][C:32]1[CH:37]=[CH:36][C:35]([S:38](Cl)(=[O:40])=[O:39])=[CH:34][CH:33]=1. The catalyst is ClCCl. The product is [CH3:31][C:32]1[CH:37]=[CH:36][C:35]([S:38]([O:15][CH2:14][C@H:13]2[C@H:9]([O:8][CH2:1][C:2]3[CH:7]=[CH:6][CH:5]=[CH:4][CH:3]=3)[C@@H:10]([NH:16][C:17]([O:18][C:19]([CH3:20])([CH3:22])[CH3:21])=[O:23])[CH2:11][O:12]2)(=[O:40])=[O:39])=[CH:34][CH:33]=1. The yield is 0.578. (2) The reactants are [C:1]([C:5]1[C:13]2[C:8](=[CH:9][C:10]([N+:14]([O-])=O)=[CH:11][CH:12]=2)[NH:7][CH:6]=1)([CH3:4])([CH3:3])[CH3:2]. The catalyst is [Ni]. The product is [C:1]([C:5]1[C:13]2[C:8](=[CH:9][C:10]([NH2:14])=[CH:11][CH:12]=2)[NH:7][CH:6]=1)([CH3:4])([CH3:2])[CH3:3]. The yield is 0.770. (3) The reactants are C(=O)([O-])[O-].[Cs+].[Cs+].[CH2:7]([NH2:15])[CH2:8][C:9]1[CH:14]=[CH:13][CH:12]=[CH:11][CH:10]=1.I[C:17]1[CH:18]=[C:19]([CH3:24])[C:20]([CH3:23])=[CH:21][CH:22]=1.C(C1CCCCC1=O)(=O)C. The catalyst is CN(C=O)C.O.[Cu]I. The product is [CH3:24][C:19]1[CH:18]=[C:17]([NH:15][CH2:7][CH2:8][C:9]2[CH:14]=[CH:13][CH:12]=[CH:11][CH:10]=2)[CH:22]=[CH:21][C:20]=1[CH3:23]. The yield is 0.220. (4) The reactants are [NH2:1][C:2]1[CH:7]=[C:6]([C:8]#[N:9])[CH:5]=[CH:4][C:3]=1[NH:10][CH2:11][CH2:12][CH2:13][CH2:14][O:15][C:16](=[O:21])[C:17]([CH3:20])([CH3:19])[CH3:18].C(N([CH2:27][CH3:28])CC)C.[C:29](Cl)(=[O:31])[CH3:30]. The catalyst is C(Cl)Cl. The product is [CH2:29]([O:31][CH2:27][C:28]1[N:10]([CH2:11][CH2:12][CH2:13][CH2:14][O:15][C:16](=[O:21])[C:17]([CH3:18])([CH3:20])[CH3:19])[C:3]2[CH:4]=[CH:5][C:6]([C:8]#[N:9])=[CH:7][C:2]=2[N:1]=1)[C:30]1[CH:6]=[CH:7][CH:2]=[CH:3][CH:4]=1. The yield is 0.840. (5) The reactants are [NH2:1][C:2]1[CH:3]=[CH:4][C:5]([NH:8][C:9]([N:11]2[CH2:15][CH2:14][CH2:13][CH2:12]2)=[O:10])=[N:6][CH:7]=1.C(N(CC)CC)C.[Cl:23][C:24]1[C:29]([C:30](Cl)=[O:31])=[C:28]([F:33])[C:27]([NH:34][S:35]([CH2:38][CH2:39][CH3:40])(=[O:37])=[O:36])=[CH:26][CH:25]=1. The catalyst is O1CCCC1.C(OCC)(=O)C. The product is [Cl:23][C:24]1[C:29]([C:30]([NH:1][C:2]2[CH:3]=[CH:4][C:5]([NH:8][C:9]([N:11]3[CH2:15][CH2:14][CH2:13][CH2:12]3)=[O:10])=[N:6][CH:7]=2)=[O:31])=[C:28]([F:33])[C:27]([NH:34][S:35]([CH2:38][CH2:39][CH3:40])(=[O:37])=[O:36])=[CH:26][CH:25]=1. The yield is 0.0300. (6) The yield is 0.660. The reactants are [C:1]([C:4]1[S:5][C:6](Br)=[CH:7][CH:8]=1)(=O)[CH3:2].[Br:10][C:11]1[S:15][C:14]([C:16]([CH2:18][C:19]#[N:20])=[O:17])=[CH:13][CH:12]=1.C1(=O)CCCCC1.N1CCOCC1.[S]. The product is [NH2:20][C:19]1[S:5][C:6]2[CH2:2][CH2:1][CH2:4][CH2:8][C:7]=2[C:18]=1[C:16]([C:14]1[S:15][C:11]([Br:10])=[CH:12][CH:13]=1)=[O:17]. No catalyst specified. (7) The reactants are S(Cl)(Cl)(=O)=O.[F:6][CH:7]([F:16])[O:8][C:9]1[CH:14]=[CH:13][CH:12]=[CH:11][C:10]=1[OH:15].[Cl-:17].[Al+3].[Cl-].[Cl-]. The yield is 0.620. The product is [Cl:17][C:13]1[CH:12]=[CH:11][C:10]([OH:15])=[C:9]([O:8][CH:7]([F:16])[F:6])[CH:14]=1. The catalyst is C1(SC2C=CC=CC=2)C=CC=CC=1.